Task: Predict hERG channel inhibition at various concentrations.. Dataset: hERG Central: cardiac toxicity at 1µM, 10µM, and general inhibition (1) The drug is CC(=O)c1cc(CN2CCN(CCc3ccccc3)C(CCO)C2)cs1. Results: hERG_inhib (hERG inhibition (general)): blocker. (2) The drug is COc1ccc(-c2oc3ncnc(NCCCN(C)C)c3c2-c2ccc(OC)cc2)cc1. Results: hERG_inhib (hERG inhibition (general)): blocker. (3) The compound is CCOCCCNC(=S)N1CCCN(c2nc3cc(C)cc(C)c3cc2C#N)CC1. Results: hERG_inhib (hERG inhibition (general)): blocker. (4) Results: hERG_inhib (hERG inhibition (general)): blocker. The molecule is Br.Cc1cccc(C2CN(C)CCc3c2cc(O)c(O)c3Cl)c1. (5) The compound is CCOc1ccc(C(=O)CN2CCN(S(=O)(=O)c3ccc(OC)cc3)CC2)cc1. Results: hERG_inhib (hERG inhibition (general)): blocker.